Task: Predict the reactants needed to synthesize the given product.. Dataset: Full USPTO retrosynthesis dataset with 1.9M reactions from patents (1976-2016) (1) Given the product [CH3:25][CH:26]1[NH:27][CH:28]([CH3:32])[CH2:29][N:30]([CH2:2][CH2:3][CH2:4][CH2:5][CH2:6][N:7]2[C:11]3[CH:12]=[CH:13][CH:14]=[CH:15][C:10]=3[N:9]([C:16]3[CH:21]=[CH:20][CH:19]=[CH:18][C:17]=3[F:22])[S:8]2(=[O:24])=[O:23])[CH2:31]1, predict the reactants needed to synthesize it. The reactants are: Br[CH2:2][CH2:3][CH2:4][CH2:5][CH2:6][N:7]1[C:11]2[CH:12]=[CH:13][CH:14]=[CH:15][C:10]=2[N:9]([C:16]2[CH:21]=[CH:20][CH:19]=[CH:18][C:17]=2[F:22])[S:8]1(=[O:24])=[O:23].[CH3:25][CH:26]1[CH2:31][NH:30][CH2:29][CH:28]([CH3:32])[NH:27]1. (2) Given the product [C:1]([O:5][C:6](=[O:37])[CH2:7][C@H:8]([NH:16][S:17]([C:20]1[CH:25]=[CH:24][C:23]([NH2:26])=[CH:22][C:21]=1[O:29][CH2:30][C:31]1[CH:36]=[CH:35][CH:34]=[CH:33][CH:32]=1)(=[O:19])=[O:18])[CH:9]([O:10][CH2:11][CH3:12])[O:13][CH2:14][CH3:15])([CH3:3])([CH3:4])[CH3:2], predict the reactants needed to synthesize it. The reactants are: [C:1]([O:5][C:6](=[O:37])[CH2:7][C@H:8]([NH:16][S:17]([C:20]1[CH:25]=[CH:24][C:23]([N+:26]([O-])=O)=[CH:22][C:21]=1[O:29][CH2:30][C:31]1[CH:36]=[CH:35][CH:34]=[CH:33][CH:32]=1)(=[O:19])=[O:18])[CH:9]([O:13][CH2:14][CH3:15])[O:10][CH2:11][CH3:12])([CH3:4])([CH3:3])[CH3:2].[H][H]. (3) Given the product [CH3:20][C:16]1[CH:15]=[C:14]([NH:13][C:10]2[S:11][CH:12]=[C:8]([C:7]3[CH:6]=[CH:5][N:4]=[CH:3][C:2]=3[C:23]#[C:22][CH2:21][OH:24])[N:9]=2)[CH:19]=[CH:18][CH:17]=1, predict the reactants needed to synthesize it. The reactants are: Br[C:2]1[CH:3]=[N:4][CH:5]=[CH:6][C:7]=1[C:8]1[N:9]=[C:10]([NH:13][C:14]2[CH:19]=[CH:18][CH:17]=[C:16]([CH3:20])[CH:15]=2)[S:11][CH:12]=1.[CH2:21]([OH:24])[C:22]#[CH:23]. (4) Given the product [CH2:30]([O:37][C:38](=[O:44])[NH:39][CH2:40][CH2:41][C:42]#[C:43][C:9]1[CH:14]=[CH:13][C:12]([C:15]#[C:16][CH2:17][CH2:18][N:19]2[C:27](=[O:28])[C:26]3[C:21](=[CH:22][CH:23]=[CH:24][CH:25]=3)[C:20]2=[O:29])=[CH:11][CH:10]=1)[C:31]1[CH:36]=[CH:35][CH:34]=[CH:33][CH:32]=1, predict the reactants needed to synthesize it. The reactants are: C(N(CC)CC)C.I[C:9]1[CH:14]=[CH:13][C:12]([C:15]#[C:16][CH2:17][CH2:18][N:19]2[C:27](=[O:28])[C:26]3[C:21](=[CH:22][CH:23]=[CH:24][CH:25]=3)[C:20]2=[O:29])=[CH:11][CH:10]=1.[CH2:30]([O:37][C:38](=[O:44])[NH:39][CH2:40][CH2:41][C:42]#[CH:43])[C:31]1[CH:36]=[CH:35][CH:34]=[CH:33][CH:32]=1. (5) The reactants are: [CH3:1][O:2][C:3]1[CH:4]=[C:5]2[C:10](=[CH:11][CH:12]=1)[CH:9]=[C:8]([CH:13]([CH3:17])[C:14]([NH2:16])=O)[CH:7]=[CH:6]2.CSC.B.C1COCC1.[OH-].[Na+]. Given the product [CH3:1][O:2][C:3]1[CH:4]=[C:5]2[C:10](=[CH:11][CH:12]=1)[CH:9]=[C:8]([CH:13]([CH3:17])[CH2:14][NH2:16])[CH:7]=[CH:6]2, predict the reactants needed to synthesize it.